Dataset: Forward reaction prediction with 1.9M reactions from USPTO patents (1976-2016). Task: Predict the product of the given reaction. The product is: [CH2:36]([O:15][C:13](=[O:14])[CH2:16][C:7]1[C:6]2[CH:11]=[CH:12][C:3]([O:2][CH3:1])=[CH:4][C:5]=2[O:9][CH:8]=1)[CH3:37]. Given the reactants [CH3:1][O:2][C:3]1[CH:12]=[CH:11][C:6]2[C:7](=O)[CH2:8][O:9][C:5]=2[CH:4]=1.[C:13]([CH:16]=P(C1C=CC=CC=1)(C1C=CC=CC=1)C1C=CC=CC=1)([OH:15])=[O:14].[C:36]1(C)C=CC=C[CH:37]=1, predict the reaction product.